This data is from Reaction yield outcomes from USPTO patents with 853,638 reactions. The task is: Predict the reaction yield, written as a fraction of the theoretical maximum amount of product (1.0 means a 100% yield; for example, 0.34 means a 34% yield). (1) The reactants are Br[C:2]1[CH:3]=[C:4]2[C:9](=[CH:10][CH:11]=1)[NH:8][C:7](=[O:12])[CH:6]([OH:13])[CH2:5]2.[F:14][C:15]([F:26])([F:25])[C:16]1[CH:21]=[CH:20][C:19](B(O)O)=[CH:18][CH:17]=1.C(=O)([O-])[O-].[K+].[K+].O1CCOCC1. The catalyst is C1C=CC([P]([Pd]([P](C2C=CC=CC=2)(C2C=CC=CC=2)C2C=CC=CC=2)([P](C2C=CC=CC=2)(C2C=CC=CC=2)C2C=CC=CC=2)[P](C2C=CC=CC=2)(C2C=CC=CC=2)C2C=CC=CC=2)(C2C=CC=CC=2)C2C=CC=CC=2)=CC=1.O. The product is [OH:13][CH:6]1[CH2:5][C:4]2[C:9](=[CH:10][CH:11]=[C:2]([C:19]3[CH:20]=[CH:21][C:16]([C:15]([F:26])([F:25])[F:14])=[CH:17][CH:18]=3)[CH:3]=2)[NH:8][C:7]1=[O:12]. The yield is 0.560. (2) The reactants are [O:1]([C:8]1[C:9]([NH:21][C:22]2[S:26][N:25]=[C:24]([CH:27]3[CH2:32][CH2:31][N:30](C(OC(C)(C)C)=O)[CH2:29][CH2:28]3)[N:23]=2)=[N:10][CH:11]=[C:12]([S:14][C:15]2[CH:20]=[CH:19][CH:18]=[CH:17][N:16]=2)[CH:13]=1)[C:2]1[CH:7]=[CH:6][CH:5]=[CH:4][CH:3]=1.C(Cl)[Cl:41].CO. The catalyst is Cl.O1CCOCC1. The product is [ClH:41].[ClH:41].[ClH:41].[O:1]([C:8]1[C:9]([NH:21][C:22]2[S:26][N:25]=[C:24]([CH:27]3[CH2:32][CH2:31][NH:30][CH2:29][CH2:28]3)[N:23]=2)=[N:10][CH:11]=[C:12]([S:14][C:15]2[CH:20]=[CH:19][CH:18]=[CH:17][N:16]=2)[CH:13]=1)[C:2]1[CH:7]=[CH:6][CH:5]=[CH:4][CH:3]=1. The yield is 0.980. (3) The reactants are N1C=CN=C1.[CH3:6][C:7]([Si:10](Cl)([CH3:12])[CH3:11])([CH3:9])[CH3:8].[OH:14][CH2:15][CH2:16][C:17]1[O:18][CH:19]=[CH:20][CH:21]=1.CCOCC. The catalyst is CN(C=O)C. The yield is 0.917. The product is [CH3:6][C:7]([Si:10]([CH3:12])([CH3:11])[O:14][CH2:15][CH2:16][C:17]1[O:18][CH:19]=[CH:20][CH:21]=1)([CH3:9])[CH3:8]. (4) The reactants are [Cl:1][C:2](Cl)([O:4]C(=O)OC(Cl)(Cl)Cl)Cl.[CH3:13][S:14]([N:17]1[CH2:22][CH2:21][NH:20][CH2:19][C@@H:18]1[CH3:23])(=[O:16])=[O:15].N1C=CC=CC=1. The catalyst is C(Cl)Cl. The product is [CH3:13][S:14]([N:17]1[CH2:22][CH2:21][N:20]([C:2]([Cl:1])=[O:4])[CH2:19][C@@H:18]1[CH3:23])(=[O:15])=[O:16]. The yield is 0.620. (5) The reactants are [Cl:1][C:2]1[CH:7]=[CH:6][CH:5]=[CH:4][C:3]=1[NH:8][C:9]1[O:10][CH2:11][C:12](=[O:19])[C:13]=1[C:14]([O:16][CH2:17][CH3:18])=[O:15].[NH:20]1[C:28]2[C:23](=[CH:24][CH:25]=[CH:26][N:27]=2)[C:22]([CH:29]=O)=[CH:21]1.N1CCCCC1. The catalyst is C(O)C. The product is [NH:20]1[C:28]2=[N:27][CH:26]=[CH:25][CH:24]=[C:23]2[C:22]([CH:29]=[C:11]2[O:10][C:9]([NH:8][C:3]3[CH:4]=[CH:5][CH:6]=[CH:7][C:2]=3[Cl:1])=[C:13]([C:14]([O:16][CH2:17][CH3:18])=[O:15])[C:12]2=[O:19])=[CH:21]1. The yield is 0.480. (6) The yield is 0.755. The catalyst is O. The product is [O:14]=[C:8]([C:5]1[CH:6]=[CH:7][C:2]([S:21][C:15]2[CH:20]=[CH:19][CH:18]=[CH:17][CH:16]=2)=[CH:3][CH:4]=1)[CH2:9][CH2:10][C:11]([OH:13])=[O:12]. The reactants are F[C:2]1[CH:7]=[CH:6][C:5]([C:8](=[O:14])[CH2:9][CH2:10][C:11]([OH:13])=[O:12])=[CH:4][CH:3]=1.[C:15]1([SH:21])[CH:20]=[CH:19][CH:18]=[CH:17][CH:16]=1.C(=O)([O-])[O-].[K+].[K+].CS(C)=O. (7) The product is [F:25][C:26]([F:34])([F:33])[C:27]([NH:29][CH2:30][C:31]#[C:32][C:2]1[C:3](=[O:17])[NH:4][C:5](=[O:16])[N:6]([CH:15]=1)[C@@H:7]1[O:14][C@H:11]([CH2:12][OH:13])[C@@H:9]([OH:10])[CH2:8]1)=[O:28]. The yield is 0.710. The catalyst is CN(C=O)C.[Cu]I.C1C=CC([P]([Pd]([P](C2C=CC=CC=2)(C2C=CC=CC=2)C2C=CC=CC=2)([P](C2C=CC=CC=2)(C2C=CC=CC=2)C2C=CC=CC=2)[P](C2C=CC=CC=2)(C2C=CC=CC=2)C2C=CC=CC=2)(C2C=CC=CC=2)C2C=CC=CC=2)=CC=1.CO. The reactants are I[C:2]1[C:3](=[O:17])[NH:4][C:5](=[O:16])[N:6]([CH:15]=1)[C@@H:7]1[O:14][C@H:11]([CH2:12][OH:13])[C@@H:9]([OH:10])[CH2:8]1.C(N(CC)CC)C.[F:25][C:26]([F:34])([F:33])[C:27]([NH:29][CH2:30][C:31]#[CH:32])=[O:28].C(=O)(O)[O-].